From a dataset of Full USPTO retrosynthesis dataset with 1.9M reactions from patents (1976-2016). Predict the reactants needed to synthesize the given product. (1) Given the product [Br:1][C:2]1[CH:3]=[CH:4][C:5]([F:10])=[C:6]([C:7](=[S:12])[NH2:8])[CH:9]=1, predict the reactants needed to synthesize it. The reactants are: [Br:1][C:2]1[CH:3]=[CH:4][C:5]([F:10])=[C:6]([CH:9]=1)[C:7]#[N:8].[NH4+]=[S:12].C(N(CC)CC)C. (2) Given the product [C:1]([O:5][C:6](=[O:22])[NH:7][CH2:8][C@@H:9]1[CH2:11][C@H:10]1[C:12]1[CH:17]=[C:16]([OH:18])[CH:15]=[CH:14][C:13]=1[OH:20])([CH3:4])([CH3:2])[CH3:3], predict the reactants needed to synthesize it. The reactants are: [C:1]([O:5][C:6](=[O:22])[NH:7][CH2:8][C@@H:9]1[CH2:11][C@H:10]1[C:12]1[CH:17]=[C:16]([O:18]C)[CH:15]=[CH:14][C:13]=1[O:20]C)([CH3:4])([CH3:3])[CH3:2].B(Br)(Br)Br.CC(OC(OC(OC(C)(C)C)=O)=O)(C)C.C(N(CC)CC)C.C([O-])(O)=O.[Na+]. (3) Given the product [CH3:1][C:2]1[CH:6]([CH3:7])[CH:5]=[C:4]([CH3:8])[C:3]=1[C:9]1[CH:14]=[CH:13][CH:12]=[CH:11][C:10]=1[NH:15][C:23](=[O:28])[C:24]([CH3:27])([CH3:26])[CH3:25], predict the reactants needed to synthesize it. The reactants are: [CH3:1][C:2]1[CH:6]([CH3:7])[CH:5]=[C:4]([CH3:8])[C:3]=1[C:9]1[CH:14]=[CH:13][CH:12]=[CH:11][C:10]=1[NH2:15].C(N(CC)CC)C.[C:23](Cl)(=[O:28])[C:24]([CH3:27])([CH3:26])[CH3:25]. (4) Given the product [Br:17][CH2:18][CH2:19][CH2:20][CH2:21][CH2:22][CH2:23][CH2:24][C:25]([NH:7][C:8]1[CH:16]=[CH:15][C:11]([C:12]([NH2:14])=[O:13])=[CH:10][CH:9]=1)=[O:26], predict the reactants needed to synthesize it. The reactants are: N1C=CC=CC=1.[NH2:7][C:8]1[CH:16]=[CH:15][C:11]([C:12]([NH2:14])=[O:13])=[CH:10][CH:9]=1.[Br:17][CH2:18][CH2:19][CH2:20][CH2:21][CH2:22][CH2:23][CH2:24][C:25](Cl)=[O:26]. (5) Given the product [CH2:18]1[C:12]2[C:13](=[CH:14][CH:15]=[CH:16][CH:17]=2)[CH2:2][CH2:1][NH:4]1, predict the reactants needed to synthesize it. The reactants are: [C:1]([NH2:4])(=O)[CH3:2].O=P(Cl)(Cl)Cl.[BH4-].[Na+].[C:12]1([CH3:18])[CH:17]=[CH:16][CH:15]=[CH:14][CH:13]=1. (6) Given the product [CH2:1]([C:3]([C:23]1[CH:28]=[CH:27][C:26]([O:29][CH2:47][C@@H:48]2[O:52][C:51](=[O:53])[CH2:50][CH2:49]2)=[C:25]([CH3:30])[CH:24]=1)([C:6]1[CH:11]=[CH:10][C:9]([CH2:12][CH2:13][CH:14]([OH:21])[C:15]2([CH3:20])[CH2:19][CH2:18][CH2:17][CH2:16]2)=[C:8]([CH3:22])[CH:7]=1)[CH2:4][CH3:5])[CH3:2], predict the reactants needed to synthesize it. The reactants are: [CH2:1]([C:3]([C:23]1[CH:28]=[CH:27][C:26]([OH:29])=[C:25]([CH3:30])[CH:24]=1)([C:6]1[CH:11]=[CH:10][C:9]([C:12]#[C:13][CH:14]([OH:21])[C:15]2([CH3:20])[CH2:19][CH2:18][CH2:17][CH2:16]2)=[C:8]([CH3:22])[CH:7]=1)[CH2:4][CH3:5])[CH3:2].C([O-])([O-])=O.[K+].[K+].C1(C)C=CC(S(O[CH2:47][C@@H:48]2[O:52][C:51](=[O:53])[CH2:50][CH2:49]2)(=O)=O)=CC=1. (7) Given the product [ClH:24].[NH2:1][C:2]1[CH:7]=[CH:6][C:5]([NH:8][C:9]2[N:14]=[C:13]([NH:15][C:16]3[CH:21]=[CH:20][C:19]([NH2:22])=[CH:18][CH:17]=3)[C:12]([F:23])=[CH:11][N:10]=2)=[CH:4][CH:3]=1, predict the reactants needed to synthesize it. The reactants are: [NH2:1][C:2]1[CH:7]=[CH:6][C:5]([NH:8][C:9]2[N:14]=[C:13]([NH:15][C:16]3[CH:21]=[CH:20][C:19]([NH2:22])=[CH:18][CH:17]=3)[C:12]([F:23])=[CH:11][N:10]=2)=[CH:4][CH:3]=1.[ClH:24].